From a dataset of Forward reaction prediction with 1.9M reactions from USPTO patents (1976-2016). Predict the product of the given reaction. (1) Given the reactants [C:1]1([C:7]2O[C:9]([C:15](F)(F)F)=[C:10](C(O)=O)[N:11]=2)C=CC=CC=1.NC1C=CC([N:26]2[CH2:31][CH2:30][CH:29]([C:32]([NH2:34])=[O:33])[CH2:28][CH2:27]2)=NC=1.[N+](C1C=CC(N2CCC(C(N)=O)CC2)=NC=1)([O-])=O.CCO.C1COCC1.CCOC(C)=O.Cl.C(N=C=NCCCN(C)C)C, predict the reaction product. The product is: [N:26]1[CH:27]=[CH:28][C:29]([C:32]([NH2:34])=[O:33])=[CH:30][C:31]=1[C:7]1[CH:1]=[CH:15][CH:9]=[CH:10][N:11]=1. (2) Given the reactants [OH:1][CH2:2]/[CH:3]=[C:4](/[CH2:6][CH2:7]/[CH:8]=[C:9](/[CH2:11][CH2:12][CH:13]=[C:14]([CH3:16])[CH3:15])\[CH3:10])\[CH3:5].[CH3:17][CH2:18][O:19]C(C)=O, predict the reaction product. The product is: [C:18]([O:1][CH2:2]/[CH:3]=[C:4](/[CH2:6][CH2:7]/[CH:8]=[C:9](/[CH2:11][CH2:12][CH:13]=[C:14]([CH3:16])[CH3:15])\[CH3:10])\[CH3:5])(=[O:19])[CH3:17].